This data is from Full USPTO retrosynthesis dataset with 1.9M reactions from patents (1976-2016). The task is: Predict the reactants needed to synthesize the given product. Given the product [OH:28][NH:27][C:23]([C:21]1[CH:20]=[CH:19][C:17]2[CH2:18][N:12]([C:10]([NH:9][C:6]3[CH:5]=[CH:4][C:3]([O:2][CH3:1])=[CH:8][CH:7]=3)=[O:11])[CH2:13][CH2:14][O:15][C:16]=2[CH:22]=1)=[O:25], predict the reactants needed to synthesize it. The reactants are: [CH3:1][O:2][C:3]1[CH:8]=[CH:7][C:6]([NH:9][C:10]([N:12]2[CH2:18][C:17]3[CH:19]=[CH:20][C:21]([C:23]([O:25]C)=O)=[CH:22][C:16]=3[O:15][CH2:14][CH2:13]2)=[O:11])=[CH:5][CH:4]=1.[NH2:27][OH:28].[OH-].[Na+].